Dataset: Catalyst prediction with 721,799 reactions and 888 catalyst types from USPTO. Task: Predict which catalyst facilitates the given reaction. (1) Reactant: Cl[C:2]1[C:11]2[C:6](=[CH:7][C:8]([O:14][CH2:15][CH2:16][CH2:17][N:18]3[CH2:23][CH2:22][N:21]([C:24]([O:26][C:27]([CH3:30])([CH3:29])[CH3:28])=[O:25])[CH2:20][CH2:19]3)=[C:9]([O:12][CH3:13])[CH:10]=2)[N:5]=[CH:4][N:3]=1.[OH:31][C:32]1[CH:33]=[C:34]2[C:38](=[N:39][CH:40]=1)[NH:37][CH:36]=[CH:35]2.C(=O)([O-])[O-].[K+].[K+]. Product: [NH:37]1[C:38]2[C:34](=[CH:33][C:32]([O:31][C:2]3[C:11]4[C:6](=[CH:7][C:8]([O:14][CH2:15][CH2:16][CH2:17][N:18]5[CH2:23][CH2:22][N:21]([C:24]([O:26][C:27]([CH3:30])([CH3:29])[CH3:28])=[O:25])[CH2:20][CH2:19]5)=[C:9]([O:12][CH3:13])[CH:10]=4)[N:5]=[CH:4][N:3]=3)=[CH:40][N:39]=2)[CH:35]=[CH:36]1. The catalyst class is: 80. (2) Reactant: [Cl:1][C:2]1[CH:3]=[CH:4][C:5]([CH2:16][N:17]2[CH2:22][CH2:21][NH:20][CH2:19][CH2:18]2)=[C:6]([C:8]([N:10]2[CH2:15][CH2:14][O:13][CH2:12][CH2:11]2)=[O:9])[CH:7]=1.[C:23](=O)([O:32]N1C(=O)CCC1=O)[O:24][N:25]1[C:29](=[O:30])[CH2:28][CH2:27][C:26]1=[O:31].C(N(CC)CC)C. Product: [Cl:1][C:2]1[CH:3]=[CH:4][C:5]([CH2:16][N:17]2[CH2:18][CH2:19][N:20]([C:23]([O:24][N:25]3[C:29](=[O:30])[CH2:28][CH2:27][C:26]3=[O:31])=[O:32])[CH2:21][CH2:22]2)=[C:6]([C:8]([N:10]2[CH2:11][CH2:12][O:13][CH2:14][CH2:15]2)=[O:9])[CH:7]=1. The catalyst class is: 10. (3) Reactant: [F:1][C:2]([F:25])([F:24])[O:3][C:4]1[CH:5]=[C:6]([C:10]2[N:11]=[C:12]3[C:17]([C:18]([O:20]CC)=[O:19])=[CH:16][CH:15]=[CH:14][N:13]3[CH:23]=2)[CH:7]=[CH:8][CH:9]=1. Product: [F:25][C:2]([F:1])([F:24])[O:3][C:4]1[CH:5]=[C:6]([C:10]2[N:11]=[C:12]3[C:17]([C:18]([OH:20])=[O:19])=[CH:16][CH:15]=[CH:14][N:13]3[CH:23]=2)[CH:7]=[CH:8][CH:9]=1. The catalyst class is: 502. (4) Reactant: C[N:2]([CH3:19])[CH:3]=[CH:4][C:5]([C:7]1[CH:8]=[C:9]([N:13]([CH2:17][CH3:18])[C:14](=[O:16])[CH3:15])[CH:10]=[CH:11][CH:12]=1)=O.N[C:21]1[C:25]([C:26]#[N:27])=C[NH:23][N:22]=1.P(=O)(O)(O)O. Product: [CH3:18][CH2:17][N:13]([C:14]([CH3:15])=[O:16])[C:9]1[CH:10]=[CH:11][CH:12]=[C:7]([C:5]2[N:23]3[N:22]=[CH:21][C:25]([C:26]#[N:27])=[C:19]3[N:2]=[CH:3][CH:4]=2)[CH:8]=1. The catalyst class is: 72. (5) Reactant: [N+:1]([C:4]1[N:9]=[CH:8][C:7]([N:10]2[CH2:13][CH:12]([OH:14])[CH2:11]2)=[CH:6][CH:5]=1)([O-])=O. Product: [NH2:1][C:4]1[N:9]=[CH:8][C:7]([N:10]2[CH2:11][CH:12]([OH:14])[CH2:13]2)=[CH:6][CH:5]=1. The catalyst class is: 63. (6) Reactant: [CH:1]([NH2:4])([CH3:3])[CH3:2].CCN(C(C)C)C(C)C.Cl[CH2:15][C:16]1[CH:21]=[C:20]([N:22]2[CH2:27][CH2:26][O:25][CH2:24][CH2:23]2)[N:19]=[C:18]([C:28]2[CH:33]=[CH:32][CH:31]=[CH:30][N:29]=2)[N:17]=1. Product: [N:22]1([C:20]2[N:19]=[C:18]([C:28]3[CH:33]=[CH:32][CH:31]=[CH:30][N:29]=3)[N:17]=[C:16]([CH2:15][NH:4][CH:1]([CH3:3])[CH3:2])[CH:21]=2)[CH2:27][CH2:26][O:25][CH2:24][CH2:23]1. The catalyst class is: 3.